This data is from Peptide-MHC class I binding affinity with 185,985 pairs from IEDB/IMGT. The task is: Regression. Given a peptide amino acid sequence and an MHC pseudo amino acid sequence, predict their binding affinity value. This is MHC class I binding data. (1) The peptide sequence is RTYSLLNRK. The MHC is HLA-B15:01 with pseudo-sequence HLA-B15:01. The binding affinity (normalized) is 0.0847. (2) The peptide sequence is QTMLLKDLM. The MHC is H-2-Kb with pseudo-sequence H-2-Kb. The binding affinity (normalized) is 0.530. (3) The peptide sequence is EKDSNHNVL. The MHC is HLA-A80:01 with pseudo-sequence HLA-A80:01. The binding affinity (normalized) is 0.0847. (4) The peptide sequence is YCAPPGYAL. The MHC is Mamu-A2601 with pseudo-sequence Mamu-A2601. The binding affinity (normalized) is 0.151. (5) The peptide sequence is SYLKPHIFE. The MHC is HLA-B35:01 with pseudo-sequence HLA-B35:01. The binding affinity (normalized) is 0.0847. (6) The peptide sequence is PEKAKKETV. The MHC is Mamu-A11 with pseudo-sequence Mamu-A11. The binding affinity (normalized) is 0. (7) The peptide sequence is LVGKLNWASQIY. The MHC is HLA-B51:01 with pseudo-sequence HLA-B51:01. The binding affinity (normalized) is 0.0707. (8) The peptide sequence is GIKAVYNLATCGIFA. The MHC is H-2-Db with pseudo-sequence H-2-Db. The binding affinity (normalized) is 0.127.